Dataset: Reaction yield outcomes from USPTO patents with 853,638 reactions. Task: Predict the reaction yield, written as a fraction of the theoretical maximum amount of product (1.0 means a 100% yield; for example, 0.34 means a 34% yield). (1) The reactants are [OH:1][C:2]1[CH:10]=[CH:9][CH:8]=[C:7]2[C:3]=1[CH:4]=[CH:5][NH:6]2.C([O-])([O-])=O.[K+].[K+].[CH2:17](Br)[CH2:18][CH2:19][CH2:20][CH2:21][CH2:22][CH2:23][CH2:24][CH3:25]. The catalyst is C(#N)C. The product is [CH2:17]([O:1][C:2]1[CH:10]=[CH:9][CH:8]=[C:7]2[C:3]=1[CH:4]=[CH:5][NH:6]2)[CH2:18][CH2:19][CH2:20][CH2:21][CH2:22][CH2:23][CH2:24][CH3:25]. The yield is 0.870. (2) The product is [C:1]([O:5][C:6]([NH:7][C:8]1([C:12]2[CH:17]=[CH:16][C:15]([C:18]3[C:27]([C:28]4[CH:33]=[CH:32][CH:31]=[CH:30][CH:29]=4)=[CH:26][C:25]4[C:24](=[O:34])[CH:23]([C:35]([O:43][CH3:47])=[O:41])[CH2:22][CH2:21][C:20]=4[N:19]=3)=[CH:14][CH:13]=2)[CH2:11][CH2:10][CH2:9]1)=[O:40])([CH3:4])([CH3:3])[CH3:2]. The reactants are [C:1]([O:5][C:6](=[O:40])[NH:7][C:8]1([C:12]2[CH:17]=[CH:16][C:15]([C:18]3[C:27]([C:28]4[CH:33]=[CH:32][CH:31]=[CH:30][CH:29]=4)=[CH:26][C:25]4[C:24](=[O:34])[C:23](=[C:35](SC)SC)[CH2:22][CH2:21][C:20]=4[N:19]=3)=[CH:14][CH:13]=2)[CH2:11][CH2:10][CH2:9]1)([CH3:4])([CH3:3])[CH3:2].[OH-:41].[Na+].[O:43]1[CH2:47]CCC1. The yield is 1.00. The catalyst is CO.Cl. (3) No catalyst specified. The yield is 0.910. The product is [F:10][C:11]([F:22])([F:23])[O:12][C:13]1[CH:18]=[C:17]([C:2]2[N:3]=[CH:4][CH:5]=[CH:6][C:7]=2[C:8]#[N:9])[CH:16]=[CH:15][CH:14]=1. The reactants are Cl[C:2]1[C:7]([C:8]#[N:9])=[CH:6][CH:5]=[CH:4][N:3]=1.[F:10][C:11]([F:23])([F:22])[O:12][C:13]1[CH:14]=[C:15](B(O)O)[CH:16]=[CH:17][CH:18]=1. (4) The reactants are C1COCC1.CO.[Cl:8][C:9]1[CH:10]=[C:11]([NH:16][C:17]([C:19]2[CH:20]=[CH:21][C:22]([F:34])=[C:23]([S:25][C:26]([CH3:33])([CH3:32])[C:27]([O:29]CC)=[O:28])[CH:24]=2)=[O:18])[CH:12]=[CH:13][C:14]=1[F:15].[Li+].[OH-]. The catalyst is CCOC(C)=O. The product is [Cl:8][C:9]1[CH:10]=[C:11]([NH:16][C:17]([C:19]2[CH:20]=[CH:21][C:22]([F:34])=[C:23]([S:25][C:26]([CH3:32])([CH3:33])[C:27]([OH:29])=[O:28])[CH:24]=2)=[O:18])[CH:12]=[CH:13][C:14]=1[F:15]. The yield is 0.850. (5) The yield is 0.620. The reactants are C(O[C:4](=[N:6][C:7](=O)[C:8]1[CH:13]=[CH:12][C:11]([F:14])=[CH:10][CH:9]=1)[CH3:5])C.Cl.[CH3:17][S:18][C:19]1[CH:24]=[CH:23][C:22]([NH:25][NH2:26])=[CH:21][CH:20]=1.C(N(CC)CC)C.O. The product is [F:14][C:11]1[CH:10]=[CH:9][C:8]([C:7]2[N:25]([C:22]3[CH:23]=[CH:24][C:19]([S:18][CH3:17])=[CH:20][CH:21]=3)[N:26]=[C:4]([CH3:5])[N:6]=2)=[CH:13][CH:12]=1. The catalyst is ClCCl.CO.